This data is from Forward reaction prediction with 1.9M reactions from USPTO patents (1976-2016). The task is: Predict the product of the given reaction. (1) Given the reactants [F:1][C:2]1[CH:3]=[C:4]([C:29]2[C:30]([C:35]#[N:36])=[CH:31][CH:32]=[CH:33][CH:34]=2)[CH:5]=[CH:6][C:7]=1[CH2:8][C:9]1[C:10](=[O:28])[N:11]([C@H:21]2[CH2:26][CH2:25][C@H:24]([OH:27])[CH2:23][CH2:22]2)[C:12]2[N:13]([N:18]=[CH:19][N:20]=2)[C:14]=1[CH2:15][CH2:16][CH3:17].Br[CH:38]([CH3:46])[C:39]([O:41][C:42]([CH3:45])([CH3:44])[CH3:43])=[O:40].C1(C)C=CC=CC=1.[OH-].[Na+], predict the reaction product. The product is: [C:35]([C:30]1[CH:31]=[CH:32][CH:33]=[CH:34][C:29]=1[C:4]1[CH:5]=[CH:6][C:7]([CH2:8][C:9]2[C:10](=[O:28])[N:11]([C@H:21]3[CH2:26][CH2:25][C@H:24]([O:27][CH:38]([CH3:46])[C:39]([O:41][C:42]([CH3:45])([CH3:44])[CH3:43])=[O:40])[CH2:23][CH2:22]3)[C:12]3[N:13]([N:18]=[CH:19][N:20]=3)[C:14]=2[CH2:15][CH2:16][CH3:17])=[C:2]([F:1])[CH:3]=1)#[N:36]. (2) Given the reactants C(N(CC)CC)C.[Br:8][C:9]1[CH:14]=[CH:13][C:12]([C:15](=O)[CH2:16][S:17][C:18]#[N:19])=[CH:11][CH:10]=1.Cl.[NH2:22][C:23]1([C:27]([O:29][CH2:30][CH3:31])=[O:28])[CH2:26][CH2:25][CH2:24]1, predict the reaction product. The product is: [Br:8][C:9]1[CH:14]=[CH:13][C:12]([C:15]2[N:19]=[C:18]([NH:22][C:23]3([C:27]([O:29][CH2:30][CH3:31])=[O:28])[CH2:26][CH2:25][CH2:24]3)[S:17][CH:16]=2)=[CH:11][CH:10]=1.